Dataset: Forward reaction prediction with 1.9M reactions from USPTO patents (1976-2016). Task: Predict the product of the given reaction. Given the reactants [Br:1][C:2]1[CH:17]=[CH:16][C:5]2[CH2:6][CH2:7][CH2:8][CH:9]([C:12]([O:14][CH3:15])=[O:13])[C:10](=[O:11])[C:4]=2[CH:3]=1.[BH4-].[Na+], predict the reaction product. The product is: [Br:1][C:2]1[CH:17]=[CH:16][C:5]2[CH2:6][CH2:7][CH2:8][CH:9]([C:12]([O:14][CH3:15])=[O:13])[CH:10]([OH:11])[C:4]=2[CH:3]=1.